This data is from Catalyst prediction with 721,799 reactions and 888 catalyst types from USPTO. The task is: Predict which catalyst facilitates the given reaction. Reactant: I[CH2:2][CH2:3][CH2:4][CH2:5][CH:6]=[CH:7][CH2:8][CH2:9][CH2:10][CH2:11]I.[C:13]1(=[O:23])[NH:17][C:16](=[O:18])[C:15]2=[CH:19][CH:20]=[CH:21][CH:22]=[C:14]12.[K]. Product: [C:13]1(=[O:23])[N:17]([CH2:2][CH2:3][CH2:4][CH2:5][CH:6]=[CH:7][CH2:8][CH2:9][CH2:10][CH2:11][N:17]2[C:16](=[O:18])[C:15]3=[CH:19][CH:20]=[CH:21][CH:22]=[C:14]3[C:13]2=[O:23])[C:16](=[O:18])[C:15]2=[CH:19][CH:20]=[CH:21][CH:22]=[C:14]12. The catalyst class is: 21.